From a dataset of Forward reaction prediction with 1.9M reactions from USPTO patents (1976-2016). Predict the product of the given reaction. (1) Given the reactants [NH2:1][C:2]1[N:10]=[CH:9][N:8]=[C:7]2[C:3]=1[N:4]=[CH:5][N:6]2[C@H:11]1[CH:15]2[O:16][C:17]([CH3:20])([CH3:19])[O:18][C@@H:14]2[C@@H:13]([CH2:21][N:22]([CH:38]([CH3:40])[CH3:39])[CH2:23][CH2:24][CH2:25][CH2:26][N:27]2C(=O)C3C(=CC=CC=3)C2=O)[O:12]1.NN.O, predict the reaction product. The product is: [NH2:1][C:2]1[N:10]=[CH:9][N:8]=[C:7]2[C:3]=1[N:4]=[CH:5][N:6]2[C@H:11]1[C@@H:15]2[O:16][C:17]([CH3:19])([CH3:20])[O:18][C@@H:14]2[C@@H:13]([CH2:21][N:22]([CH:38]([CH3:40])[CH3:39])[CH2:23][CH2:24][CH2:25][CH2:26][NH2:27])[O:12]1. (2) The product is: [CH2:10]([O:12][C:13]1[C:14]([C:25]([N:3]([O:4][CH3:5])[CH3:2])=[O:27])=[N:15][N:16]([C:18]2[CH:19]=[CH:20][C:21]([F:24])=[CH:22][CH:23]=2)[N:17]=1)[CH3:11]. Given the reactants Cl.[CH3:2][NH:3][O:4][CH3:5].C[Al](C)C.[CH2:10]([O:12][C:13]1[C:14]([C:25]([O:27]CC)=O)=[N:15][N:16]([C:18]2[CH:23]=[CH:22][C:21]([F:24])=[CH:20][CH:19]=2)[N:17]=1)[CH3:11], predict the reaction product. (3) Given the reactants [OH-].[Na+].[Br:3][C:4]1[CH:13]=[C:12]2[C:7]([C:8]([CH3:25])([CH3:24])[C:9](=[O:23])[C:10]([C:15](=[O:22])[CH2:16][CH2:17][C:18]([O:20]C)=[O:19])=[C:11]2[OH:14])=[CH:6][CH:5]=1, predict the reaction product. The product is: [Br:3][C:4]1[CH:13]=[C:12]2[C:7]([C:8]([CH3:25])([CH3:24])[C:9](=[O:23])[C:10]([C:15](=[O:22])[CH2:16][CH2:17][C:18]([OH:20])=[O:19])=[C:11]2[OH:14])=[CH:6][CH:5]=1. (4) Given the reactants [CH3:1][N:2]1[N:11]=[N:10][C:9]2[N:5]([CH:6]=[N:7][C:8]=2[C:12]([NH2:14])=[O:13])[C:3]1=[O:4].Cl.C(#N)C.C(O)(=O)C, predict the reaction product. The product is: [CH3:1][N:2]1[N:11]=[N:10][C:9]2[N:5]([CH:6]=[N:7][C:8]=2[C:12]([NH2:14])=[O:13])[C:3]1=[O:4]. (5) Given the reactants [CH:1]1([C:4]([N:6]2[CH2:11][CH2:10][N:9]([C:12]([C:14]3[NH:15][C:16]4[C:21]([CH:22]=3)=[CH:20][C:19]([C:23]([N:25]3[CH2:30][CH2:29][N:28]([CH:31]([CH3:33])[CH3:32])[CH2:27][CH2:26]3)=[O:24])=[CH:18][CH:17]=4)=[O:13])[CH2:8][CH2:7]2)=[O:5])[CH2:3][CH2:2]1.[F:34][C:35]([F:46])([F:45])[C:36]1[CH:37]=[C:38](B(O)O)[CH:39]=[CH:40][CH:41]=1, predict the reaction product. The product is: [CH:1]1([C:4]([N:6]2[CH2:7][CH2:8][N:9]([C:12]([C:14]3[N:15]([C:40]4[CH:39]=[CH:38][CH:37]=[C:36]([C:35]([F:46])([F:45])[F:34])[CH:41]=4)[C:16]4[C:21]([CH:22]=3)=[CH:20][C:19]([C:23]([N:25]3[CH2:30][CH2:29][N:28]([CH:31]([CH3:33])[CH3:32])[CH2:27][CH2:26]3)=[O:24])=[CH:18][CH:17]=4)=[O:13])[CH2:10][CH2:11]2)=[O:5])[CH2:3][CH2:2]1. (6) The product is: [F:44][C@H:19]([C:13]1[C:14]([I:18])=[CH:15][CH:16]=[CH:17][C:12]=1[F:11])[C:20]([N:22]([C@H:24]([CH3:33])[C@H:25]([OH:32])[C:26]1[CH:31]=[CH:30][CH:29]=[CH:28][CH:27]=1)[CH3:23])=[O:21]. Given the reactants [Li+].[Cl-].[Li+].CC([N-]C(C)C)C.[F:11][C:12]1[CH:17]=[CH:16][CH:15]=[C:14]([I:18])[C:13]=1[CH2:19][C:20]([N:22]([C@H:24]([CH3:33])[C@H:25]([OH:32])[C:26]1[CH:31]=[CH:30][CH:29]=[CH:28][CH:27]=1)[CH3:23])=[O:21].C1C=CC(S(N(S(C2C=CC=CC=2)(=O)=O)[F:44])(=O)=O)=CC=1, predict the reaction product. (7) Given the reactants C(N(CC)CC)C.[OH:8][C:9]1[CH:13]=[C:12]([CH3:14])[NH:11][N:10]=1.[C:15](O[C:15]([O:17][C:18]([CH3:21])([CH3:20])[CH3:19])=[O:16])([O:17][C:18]([CH3:21])([CH3:20])[CH3:19])=[O:16], predict the reaction product. The product is: [OH:8][C:9]1[CH:13]=[C:12]([CH3:14])[N:11]([C:15]([O:17][C:18]([CH3:21])([CH3:20])[CH3:19])=[O:16])[N:10]=1.